From a dataset of Full USPTO retrosynthesis dataset with 1.9M reactions from patents (1976-2016). Predict the reactants needed to synthesize the given product. (1) Given the product [NH2:18][C:8]1[C:9](=[O:16])[NH:10][C:11]([CH3:15])=[C:12]([CH2:13][CH3:14])[C:7]=1[CH2:6][C:5]1[CH:4]=[C:3]([CH3:2])[CH:27]=[C:26]([CH3:28])[CH:25]=1, predict the reactants needed to synthesize it. The reactants are: Cl.[CH3:2][C:3]1[CH:4]=[C:5]([CH:25]=[C:26]([CH3:28])[CH:27]=1)[CH2:6][C:7]1[C:12]([CH2:13][CH3:14])=[C:11]([CH3:15])[N:10]=[C:9]([O:16]C)[C:8]=1[NH:18]C(=O)C(C)(C)C.[NH4+]. (2) The reactants are: [CH2:1]([O:8][C:9]1[C:18](I)=[CH:17][C:12]([C:13]([O:15][CH3:16])=[O:14])=[CH:11][C:10]=1[C:20]([CH3:23])([CH3:22])[CH3:21])[C:2]1[CH:7]=[CH:6][CH:5]=[CH:4][CH:3]=1.[CH3:24][C:25]1[CH:30]=[CH:29][C:28](B(O)O)=[CH:27][CH:26]=1.[F-].[Cs+]. Given the product [CH2:1]([O:8][C:9]1[C:18]([C:28]2[CH:29]=[CH:30][C:25]([CH3:24])=[CH:26][CH:27]=2)=[CH:17][C:12]([C:13]([O:15][CH3:16])=[O:14])=[CH:11][C:10]=1[C:20]([CH3:23])([CH3:22])[CH3:21])[C:2]1[CH:7]=[CH:6][CH:5]=[CH:4][CH:3]=1, predict the reactants needed to synthesize it. (3) Given the product [Cl:1][C:2]1[CH:3]=[CH:4][C:5]([S:8]([N:11]([CH3:17])[C:12](=[CH2:16])[C:13]([NH:41][CH2:40][C:38]2[CH:37]=[C:36]([C:42]3[CH:43]=[CH:44][C:45]([C:48]([F:51])([F:49])[F:50])=[CH:46][CH:47]=3)[N:35]=[C:34]([N:29]3[CH2:30][CH2:31][CH2:32][CH2:33]3)[CH:39]=2)=[O:15])(=[O:9])=[O:10])=[CH:6][CH:7]=1, predict the reactants needed to synthesize it. The reactants are: [Cl:1][C:2]1[CH:7]=[CH:6][C:5]([S:8]([N:11]([CH3:17])[C:12](=[CH2:16])[C:13]([OH:15])=O)(=[O:10])=[O:9])=[CH:4][CH:3]=1.CCOC(OC(OCC)=O)=O.[N:29]1([C:34]2[CH:39]=[C:38]([CH2:40][NH2:41])[CH:37]=[C:36]([C:42]3[CH:47]=[CH:46][C:45]([C:48]([F:51])([F:50])[F:49])=[CH:44][CH:43]=3)[N:35]=2)[CH2:33][CH2:32][CH2:31][CH2:30]1.